This data is from Full USPTO retrosynthesis dataset with 1.9M reactions from patents (1976-2016). The task is: Predict the reactants needed to synthesize the given product. (1) Given the product [N+:1]([C:4]1[CH:10]=[CH:9][C:7]([O:8][CH2:19][C:20]([O:22][CH3:23])=[O:21])=[C:6]([O:11][CH2:27][C:25]([O:13][CH3:12])=[O:26])[CH:5]=1)([O-:3])=[O:2], predict the reactants needed to synthesize it. The reactants are: [N+:1]([C:4]1[CH:5]=[C:6]([OH:11])[C:7](=[CH:9][CH:10]=1)[OH:8])([O-:3])=[O:2].[C:12](=O)([O-])[O-:13].[K+].[K+].Br[CH2:19][C:20]([O:22][CH3:23])=[O:21].C[C:25]([CH3:27])=[O:26]. (2) Given the product [C:1]([O:5][C:6]([N:8]([CH3:26])[C:9]1([C:19]([OH:21])=[O:20])[CH2:18][CH2:17][C:16]2[C:11](=[CH:12][CH:13]=[CH:14][CH:15]=2)[CH2:10]1)=[O:7])([CH3:4])([CH3:2])[CH3:3], predict the reactants needed to synthesize it. The reactants are: [C:1]([O:5][C:6]([NH:8][C:9]1([C:19]([OH:21])=[O:20])[CH2:18][CH2:17][C:16]2[C:11](=[CH:12][CH:13]=[CH:14][CH:15]=2)[CH2:10]1)=[O:7])([CH3:4])([CH3:3])[CH3:2].CI.[H-].[Na+].[C:26](OCC)(=O)C. (3) Given the product [Cl-:7].[CH3:1][N+:2]1[CH:6]=[CH:5][N:4]([CH2:8][C:9]2[CH:16]=[CH:15][C:12]([CH:13]=[CH2:14])=[CH:11][CH:10]=2)[CH:3]=1, predict the reactants needed to synthesize it. The reactants are: [CH3:1][N:2]1[CH:6]=[CH:5][N:4]=[CH:3]1.[Cl:7][CH2:8][C:9]1[CH:16]=[CH:15][C:12]([CH:13]=[CH2:14])=[CH:11][CH:10]=1. (4) Given the product [ClH:33].[NH2:19][CH2:18][CH2:17][CH2:16][CH2:15][C:14]1[C:13]([CH3:27])=[N:12][N:11]2[C:28]([CH2:31][CH3:32])=[CH:29][CH:30]=[C:10]2[C:9]=1[C:5]1[CH:4]=[C:3]([CH:8]=[CH:7][CH:6]=1)[C:1]#[N:2], predict the reactants needed to synthesize it. The reactants are: [C:1]([C:3]1[CH:4]=[C:5]([C:9]2[C:10]3[N:11]([C:28]([CH2:31][CH3:32])=[CH:29][CH:30]=3)[N:12]=[C:13]([CH3:27])[C:14]=2[CH2:15][CH2:16][CH2:17][CH2:18][NH:19]C(=O)OC(C)(C)C)[CH:6]=[CH:7][CH:8]=1)#[N:2].[ClH:33]. (5) Given the product [NH2:40][C:37]1[N:38]=[CH:39][C:34]([C:2]2[N:7]=[C:6]([N:8]3[CH2:13][CH2:12][O:11][CH2:10][CH2:9]3)[N:5]=[C:4]([NH:14][C:15]3[S:16][CH:17]=[C:18]([C:20]4[CH:25]=[CH:24][CH:23]=[CH:22][CH:21]=4)[N:19]=3)[CH:3]=2)=[C:35]([C:41]([F:44])([F:42])[F:43])[CH:36]=1, predict the reactants needed to synthesize it. The reactants are: Cl[C:2]1[N:7]=[C:6]([N:8]2[CH2:13][CH2:12][O:11][CH2:10][CH2:9]2)[N:5]=[C:4]([NH:14][C:15]2[S:16][CH:17]=[C:18]([C:20]3[CH:25]=[CH:24][CH:23]=[CH:22][CH:21]=3)[N:19]=2)[CH:3]=1.CC1(C)C(C)(C)OB([C:34]2[C:35]([C:41]([F:44])([F:43])[F:42])=[CH:36][C:37]([NH2:40])=[N:38][CH:39]=2)O1. (6) Given the product [Br:1][C:2]1[CH:14]=[CH:13][C:12]2[C:11]3[C:6](=[CH:7][CH:8]=[CH:9][CH:10]=3)[C:5]([CH2:13][CH2:14][CH2:2][CH2:3][CH2:4][CH2:12][CH2:11][CH3:10])([CH2:21][CH2:22][CH2:23][CH2:24][CH2:25][CH2:26][CH2:27][CH3:28])[C:4]=2[CH:3]=1, predict the reactants needed to synthesize it. The reactants are: [Br:1][C:2]1[CH:14]=[CH:13][C:12]2[C:11]3[C:6](=[CH:7][CH:8]=[CH:9][CH:10]=3)[CH2:5][C:4]=2[CH:3]=1.CS(C)=O.[OH-].[Na+].[CH2:21](Br)[CH2:22][CH2:23][CH2:24][CH2:25][CH2:26][CH2:27][CH3:28]. (7) Given the product [NH2:76][C:73]1[CH:74]=[C:75]2[C:70](=[CH:71][CH:72]=1)[NH:69][CH:68]=[C:67]2[CH2:66][C:65]([NH:64][C@H:54]([C:49]1[C:48]([C:44]2[CH:43]=[C:42]([CH:47]=[CH:46][CH:45]=2)[C:39]([NH2:40])=[O:41])=[CH:53][CH:52]=[CH:51][N:50]=1)[CH2:55][C:56]1[CH:61]=[C:60]([F:62])[CH:59]=[C:58]([F:63])[CH:57]=1)=[O:84], predict the reactants needed to synthesize it. The reactants are: NCC1C=C2C(=CC=1)NC=C2CC(N[C@H](C1C(C2C=CC(Cl)=CC=2)=CC=CN=1)CC1C=C(F)C=C(F)C=1)=O.[C:39]([C:42]1[CH:43]=[C:44]([C:48]2[C:49]([C@@H:54]([NH:64][C:65](=[O:84])[CH2:66][C:67]3[C:75]4[C:70](=[CH:71][CH:72]=[C:73]([NH:76]C(=O)OC(C)(C)C)[CH:74]=4)[NH:69][CH:68]=3)[CH2:55][C:56]3[CH:61]=[C:60]([F:62])[CH:59]=[C:58]([F:63])[CH:57]=3)=[N:50][CH:51]=[CH:52][CH:53]=2)[CH:45]=[CH:46][CH:47]=1)(=[O:41])[NH2:40].